This data is from Full USPTO retrosynthesis dataset with 1.9M reactions from patents (1976-2016). The task is: Predict the reactants needed to synthesize the given product. (1) Given the product [CH2:15]([N:22]1[CH2:27][CH2:26][CH:25]([NH:33][C:32]2[CH:34]=[CH:35][C:36]([Cl:37])=[C:30]([Cl:29])[CH:31]=2)[CH2:24][CH2:23]1)[C:16]1[CH:21]=[CH:20][CH:19]=[CH:18][CH:17]=1, predict the reactants needed to synthesize it. The reactants are: [BH-](OC(C)=O)(OC(C)=O)OC(C)=O.[Na+].[CH2:15]([N:22]1[CH2:27][CH2:26][C:25](=O)[CH2:24][CH2:23]1)[C:16]1[CH:21]=[CH:20][CH:19]=[CH:18][CH:17]=1.[Cl:29][C:30]1[CH:31]=[C:32]([CH:34]=[CH:35][C:36]=1[Cl:37])[NH2:33].S([O-])([O-])(=O)=O.[Na+].[Na+].C(=O)([O-])O.[Na+]. (2) Given the product [Si:1]([O:8][CH2:9][CH2:10][CH2:11][C@@H:12]1[N:13]([S:18]([C:21]2[CH:26]=[CH:25][CH:24]=[CH:23][CH:22]=2)(=[O:20])=[O:19])[CH2:14][CH2:15][N:16]([C:27]([O:29][CH2:30][C:31]2[CH:36]=[CH:35][CH:34]=[CH:33][CH:32]=2)=[O:28])[CH2:17]1)([C:4]([CH3:7])([CH3:5])[CH3:6])([CH3:3])[CH3:2], predict the reactants needed to synthesize it. The reactants are: [Si:1]([O:8][CH2:9][CH2:10][CH2:11][C@H:12]1[CH2:17][NH:16][CH2:15][CH2:14][N:13]1[S:18]([C:21]1[CH:26]=[CH:25][CH:24]=[CH:23][CH:22]=1)(=[O:20])=[O:19])([C:4]([CH3:7])([CH3:6])[CH3:5])([CH3:3])[CH3:2].[C:27](Cl)([O:29][CH2:30][C:31]1[CH:36]=[CH:35][CH:34]=[CH:33][CH:32]=1)=[O:28]. (3) Given the product [F:31][C:18]1[CH:17]=[C:16]([OH:15])[CH:30]=[CH:29][C:19]=1[CH2:20][O:21][CH2:22][CH2:23][N:24]1[CH:28]=[CH:27][N:26]=[N:25]1, predict the reactants needed to synthesize it. The reactants are: CN1C(=O)CC(=O)N(C)C1=O.C([O:15][C:16]1[CH:30]=[CH:29][C:19]([CH2:20][O:21][CH2:22][CH2:23][N:24]2[CH:28]=[CH:27][N:26]=[N:25]2)=[C:18]([F:31])[CH:17]=1)C=C. (4) Given the product [C:1]([C:4]1[CH:5]=[CH:6][CH:7]=[C:8]2[C:12]=1[NH:11][C:10]([C:13]([OH:15])=[O:14])=[CH:9]2)([CH3:3])=[CH2:2], predict the reactants needed to synthesize it. The reactants are: [C:1]([C:4]1[CH:5]=[CH:6][CH:7]=[C:8]2[C:12]=1[NH:11][C:10]([C:13]([O:15]CC)=[O:14])=[CH:9]2)([CH3:3])=[CH2:2].[Li+].[OH-].